This data is from Forward reaction prediction with 1.9M reactions from USPTO patents (1976-2016). The task is: Predict the product of the given reaction. Given the reactants [Br:1][C:2]1[CH:10]=[CH:9][C:8]2[N:7]3C(=O)[O:12][C@@H:13]([CH2:14][NH:15]C(=O)C)[C@@H:6]3[CH2:5][C:4]=2[CH:3]=1.[ClH:20], predict the reaction product. The product is: [ClH:20].[NH2:15][CH2:14][C@@H:13]([CH:6]1[CH2:5][C:4]2[C:8](=[CH:9][CH:10]=[C:2]([Br:1])[CH:3]=2)[NH:7]1)[OH:12].